This data is from Reaction yield outcomes from USPTO patents with 853,638 reactions. The task is: Predict the reaction yield, written as a fraction of the theoretical maximum amount of product (1.0 means a 100% yield; for example, 0.34 means a 34% yield). (1) The product is [F:42][C:43]1[C:44]([C:61]2[CH:62]=[CH:63][C:64]([S:67][CH3:68])=[CH:65][CH:66]=2)=[CH:45][C:46](=[O:60])[N:47]([CH2:49][CH2:50][C@@:51]([CH3:59])([S:55]([CH3:58])(=[O:57])=[O:56])[C:52]([NH:17][O:16][CH:11]2[CH2:12][CH2:13][CH2:14][CH2:15][O:10]2)=[O:53])[CH:48]=1. The catalyst is CN(C=O)C.CCOC(C)=O. The yield is 1.00. The reactants are C(N(CC)C(C)C)(C)C.[O:10]1[CH2:15][CH2:14][CH2:13][CH2:12][CH:11]1[O:16][NH2:17].CN(C(ON1N=NC2C=CC=NC1=2)=[N+](C)C)C.F[P-](F)(F)(F)(F)F.[F:42][C:43]1[C:44]([C:61]2[CH:66]=[CH:65][C:64]([S:67][CH3:68])=[CH:63][CH:62]=2)=[CH:45][C:46](=[O:60])[N:47]([CH2:49][CH2:50][C@@:51]([CH3:59])([S:55]([CH3:58])(=[O:57])=[O:56])[C:52](O)=[O:53])[CH:48]=1. (2) The reactants are [NH2:1][C:2]1[CH:7]=[C:6]([CH3:8])[CH:5]=[CH:4][N:3]=1.[Cl:9][CH2:10][C:11](Cl)=[O:12]. No catalyst specified. The product is [Cl:9][CH2:10][C:11]([NH:1][C:2]1[CH:7]=[C:6]([CH3:8])[CH:5]=[CH:4][N:3]=1)=[O:12]. The yield is 0.740.